From a dataset of Reaction yield outcomes from USPTO patents with 853,638 reactions. Predict the reaction yield, written as a fraction of the theoretical maximum amount of product (1.0 means a 100% yield; for example, 0.34 means a 34% yield). (1) The reactants are S([O:8][S:9]([C:12]([F:15])([F:14])[F:13])(=[O:11])=[O:10])(C(F)(F)F)(=O)=O.[F:16][C:17]1[CH:22]=[CH:21][C:20]([C:23]2[O:32][C:26]3=[CH:27][N:28]=[C:29](O)[CH:30]=[C:25]3[C:24]=2[C:33]([NH:35][CH3:36])=[O:34])=[CH:19][CH:18]=1. The catalyst is N1C=CC=CC=1. The product is [F:15][C:12]([F:13])([F:14])[S:9]([O:8][C:29]1[CH:30]=[C:25]2[C:24]([C:33](=[O:34])[NH:35][CH3:36])=[C:23]([C:20]3[CH:21]=[CH:22][C:17]([F:16])=[CH:18][CH:19]=3)[O:32][C:26]2=[CH:27][N:28]=1)(=[O:10])=[O:11]. The yield is 0.348. (2) The reactants are C(NC(C)C)(C)C.C([Li])CCC.[Br:13][C:14]1[CH:15]=[CH:16][C:17]([Cl:20])=[N:18][CH:19]=1.[I:21]I.S([O-])([O-])(=O)=S.[Na+].[Na+]. The catalyst is O1CCCC1. The product is [Br:13][C:14]1[C:15]([I:21])=[CH:16][C:17]([Cl:20])=[N:18][CH:19]=1. The yield is 0.770. (3) The reactants are [CH3:1][C:2]1[CH:3]=[C:4]([O:9][CH2:10][C:11]([CH3:17])([CH3:16])[C:12]([O:14][CH3:15])=[O:13])[CH:5]=[CH:6][C:7]=1C.[Cl:18][S:19]([OH:22])(=O)=[O:20].Cl[CH2:24]Cl. No catalyst specified. The product is [Cl:18][S:19]([C:7]1[C:6]([CH3:24])=[CH:5][C:4]([O:9][CH2:10][C:11]([CH3:16])([CH3:17])[C:12]([O:14][CH3:15])=[O:13])=[CH:3][C:2]=1[CH3:1])(=[O:22])=[O:20]. The yield is 0.290. (4) The reactants are [Cl:1][C:2]1[S:6][C:5]([C:7]([OH:9])=O)=[CH:4][CH:3]=1.[CH2:10]([NH2:13])[C:11]#[CH:12]. The catalyst is C(Cl)Cl.CN(C=O)C. The product is [Cl:1][C:2]1[S:6][C:5]([C:7]([NH:13][CH2:10][C:11]#[CH:12])=[O:9])=[CH:4][CH:3]=1. The yield is 0.850.